Task: Regression. Given two drug SMILES strings and cell line genomic features, predict the synergy score measuring deviation from expected non-interaction effect.. Dataset: NCI-60 drug combinations with 297,098 pairs across 59 cell lines (1) Drug 1: CC1=CC=C(C=C1)C2=CC(=NN2C3=CC=C(C=C3)S(=O)(=O)N)C(F)(F)F. Drug 2: CC1C(C(CC(O1)OC2CC(CC3=C2C(=C4C(=C3O)C(=O)C5=C(C4=O)C(=CC=C5)OC)O)(C(=O)CO)O)N)O.Cl. Cell line: SF-295. Synergy scores: CSS=41.6, Synergy_ZIP=1.27, Synergy_Bliss=2.88, Synergy_Loewe=-11.1, Synergy_HSA=2.13. (2) Drug 1: CCC1(CC2CC(C3=C(CCN(C2)C1)C4=CC=CC=C4N3)(C5=C(C=C6C(=C5)C78CCN9C7C(C=CC9)(C(C(C8N6C=O)(C(=O)OC)O)OC(=O)C)CC)OC)C(=O)OC)O.OS(=O)(=O)O. Drug 2: CC1=C(C=C(C=C1)NC(=O)C2=CC=C(C=C2)CN3CCN(CC3)C)NC4=NC=CC(=N4)C5=CN=CC=C5. Cell line: MOLT-4. Synergy scores: CSS=71.2, Synergy_ZIP=0.281, Synergy_Bliss=3.84, Synergy_Loewe=-46.5, Synergy_HSA=4.89. (3) Drug 1: C1CN1P(=S)(N2CC2)N3CC3. Drug 2: CC1C(C(CC(O1)OC2CC(CC3=C2C(=C4C(=C3O)C(=O)C5=CC=CC=C5C4=O)O)(C(=O)C)O)N)O. Cell line: SN12C. Synergy scores: CSS=41.6, Synergy_ZIP=-8.82, Synergy_Bliss=-7.94, Synergy_Loewe=-4.57, Synergy_HSA=-3.34. (4) Drug 1: CC12CCC3C(C1CCC2=O)CC(=C)C4=CC(=O)C=CC34C. Drug 2: CCCCCOC(=O)NC1=NC(=O)N(C=C1F)C2C(C(C(O2)C)O)O. Cell line: DU-145. Synergy scores: CSS=53.1, Synergy_ZIP=-0.152, Synergy_Bliss=3.18, Synergy_Loewe=3.52, Synergy_HSA=3.13. (5) Drug 1: CCCCCOC(=O)NC1=NC(=O)N(C=C1F)C2C(C(C(O2)C)O)O. Drug 2: CC(C)NC(=O)C1=CC=C(C=C1)CNNC.Cl. Cell line: M14. Synergy scores: CSS=-2.60, Synergy_ZIP=-0.653, Synergy_Bliss=-4.27, Synergy_Loewe=-8.47, Synergy_HSA=-7.10. (6) Drug 1: CN(C(=O)NC(C=O)C(C(C(CO)O)O)O)N=O. Synergy scores: CSS=31.9, Synergy_ZIP=-9.38, Synergy_Bliss=2.23, Synergy_Loewe=-53.3, Synergy_HSA=1.92. Cell line: UO-31. Drug 2: CC1CCCC2(C(O2)CC(NC(=O)CC(C(C(=O)C(C1O)C)(C)C)O)C(=CC3=CSC(=N3)C)C)C.